Dataset: Reaction yield outcomes from USPTO patents with 853,638 reactions. Task: Predict the reaction yield, written as a fraction of the theoretical maximum amount of product (1.0 means a 100% yield; for example, 0.34 means a 34% yield). (1) The reactants are C(N(CC)CC)C.Cl.[CH3:9][O:10][C:11](=[O:24])[CH2:12][NH:13][C:14]1[C:23]2[C:18](=[CH:19][CH:20]=[CH:21][CH:22]=2)[CH:17]=[CH:16][CH:15]=1.[F:25][C:26]([F:37])([F:36])[C:27](O[C:27](=[O:28])[C:26]([F:37])([F:36])[F:25])=[O:28].Cl. The catalyst is ClCCl.O. The product is [CH3:9][O:10][C:11](=[O:24])[CH2:12][N:13]([C:14]1[C:23]2[C:18](=[CH:19][CH:20]=[CH:21][CH:22]=2)[CH:17]=[CH:16][CH:15]=1)[C:27](=[O:28])[C:26]([F:37])([F:36])[F:25]. The yield is 0.680. (2) The reactants are Br[C:2]1[CH:7]=[CH:6][C:5]([CH2:8][C:9]([O:11][CH3:12])=[O:10])=[CH:4][C:3]=1[F:13].[CH3:14][C:15]1([CH3:31])[C:19]([CH3:21])([CH3:20])[O:18][B:17]([B:17]2[O:18][C:19]([CH3:21])([CH3:20])[C:15]([CH3:31])([CH3:14])[O:16]2)[O:16]1.CC([O-])=O.[K+]. The catalyst is O1CCOCC1.C1C=CC(P(C2C=CC=CC=2)[C-]2C=CC=C2)=CC=1.C1C=CC(P(C2C=CC=CC=2)[C-]2C=CC=C2)=CC=1.Cl[Pd]Cl.[Fe+2]. The product is [F:13][C:3]1[CH:4]=[C:5]([CH2:8][C:9]([O:11][CH3:12])=[O:10])[CH:6]=[CH:7][C:2]=1[B:17]1[O:18][C:19]([CH3:21])([CH3:20])[C:15]([CH3:31])([CH3:14])[O:16]1. The yield is 0.810. (3) The product is [F:1][C:2]1[CH:10]=[C:9]2[C:5]([C:6]([C:20]3[CH:21]=[N:22][N:23]([CH2:25][CH:26]4[CH2:31][CH2:30][NH:29][CH2:28][CH2:27]4)[CH:24]=3)=[CH:7][N:8]2[S:11]([C:14]2[CH:15]=[CH:16][CH:17]=[CH:18][CH:19]=2)(=[O:12])=[O:13])=[CH:4][CH:3]=1. The reactants are [F:1][C:2]1[CH:10]=[C:9]2[C:5]([C:6]([C:20]3[CH:21]=[N:22][N:23]([CH2:25][CH:26]4[CH2:31][CH2:30][N:29](C(OC(C)(C)C)=O)[CH2:28][CH2:27]4)[CH:24]=3)=[CH:7][N:8]2[S:11]([C:14]2[CH:19]=[CH:18][CH:17]=[CH:16][CH:15]=2)(=[O:13])=[O:12])=[CH:4][CH:3]=1.Cl. The catalyst is C1COCC1. The yield is 0.830. (4) The reactants are [NH:1]1[C:5]([CH2:6][CH2:7][CH2:8][CH2:9][CH2:10][CH2:11][CH2:12][CH2:13][CH2:14][CH2:15][CH2:16][CH2:17][CH2:18][CH2:19][CH2:20][C:21]([OH:23])=O)=[N:4][N:3]=[N:2]1.C(N1C=CN=C1)(N1C=CN=C1)=O.[CH3:36][O:37][C:38](=[O:46])[CH2:39][CH2:40][CH2:41][S:42](=[O:45])(=[O:44])[NH2:43].C1CCN2C(=NCCC2)CC1.Cl. The catalyst is CN(C=O)C. The product is [CH3:36][O:37][C:38](=[O:46])[CH2:39][CH2:40][CH2:41][S:42](=[O:44])(=[O:45])[NH:43][C:21](=[O:23])[CH2:20][CH2:19][CH2:18][CH2:17][CH2:16][CH2:15][CH2:14][CH2:13][CH2:12][CH2:11][CH2:10][CH2:9][CH2:8][CH2:7][CH2:6][C:5]1[NH:1][N:2]=[N:3][N:4]=1. The yield is 0.610. (5) The reactants are [C:1](N1C=CN=C1)(N1C=CN=C1)=[O:2].[NH:13]1[C:17]([CH2:18][CH2:19][CH2:20][OH:21])=[CH:16][N:15]=[CH:14]1.O.Cl.Cl.[CH2:25]1[C:33]2[C:28](=[CH:29][CH:30]=[CH:31][CH:32]=2)[CH2:27][CH:26]1[NH:34][C:35]1[N:36]=[CH:37][C:38]2[CH2:43][NH:42][CH2:41][C:39]=2[N:40]=1. The catalyst is CN(C)C=O. The product is [CH2:27]1[C:28]2[C:33](=[CH:32][CH:31]=[CH:30][CH:29]=2)[CH2:25][CH:26]1[NH:34][C:35]1[N:36]=[CH:37][C:38]2[CH2:43][N:42]([C:1]([O:21][CH2:20][CH2:19][CH2:18][C:17]3[NH:13][CH:14]=[N:15][CH:16]=3)=[O:2])[CH2:41][C:39]=2[N:40]=1. The yield is 0.0400. (6) The reactants are B1C2CCCC1CCC2.[F:10][C:11]([F:28])([F:27])[C:12]1[CH:17]=[CH:16][CH:15]=[C:14]([O:18][C:19]2[CH:24]=[CH:23][C:22]([CH:25]=[CH2:26])=[CH:21][CH:20]=2)[CH:13]=1.[OH-:29].[Na+].OO. The catalyst is C1COCC1. The product is [F:10][C:11]([F:27])([F:28])[C:12]1[CH:13]=[C:14]([CH:15]=[CH:16][CH:17]=1)[O:18][C:19]1[CH:24]=[CH:23][C:22]([CH2:25][CH2:26][OH:29])=[CH:21][CH:20]=1. The yield is 0.638. (7) The reactants are [CH2:1]([C@@:8]12[CH2:21][CH2:20][C:19](=[O:22])[CH:18]=[C:17]1[CH2:16][CH2:15][C:14]1[CH:13]=[C:12]([C:23]([O:25][CH3:26])=[O:24])[CH:11]=[CH:10][C:9]2=1)[C:2]1C=CC=CC=1.C1COCC1. The catalyst is [Pd].N1C=CC=CC=1. The product is [CH2:1]([C@:8]12[CH2:21][CH2:20][C:19](=[O:22])[CH2:18][C@H:17]1[CH2:16][CH2:15][C:14]1[CH:13]=[C:12]([C:23]([O:25][CH3:26])=[O:24])[CH:11]=[CH:10][C:9]2=1)[CH3:2].[CH2:1]([C@@:8]12[CH2:21][CH2:20][C:19](=[O:22])[CH2:18][C@@H:17]1[CH2:16][CH2:15][C:14]1[CH:13]=[C:12]([C:23]([O:25][CH3:26])=[O:24])[CH:11]=[CH:10][C:9]2=1)[CH3:2]. The yield is 0.250. (8) The reactants are [NH2:1][C:2]1[N:7]=[CH:6][C:5](B(O)O)=[CH:4][N:3]=1.Br[C:12]1[CH:17]=[C:16]([CH3:18])[C:15]([OH:19])=[C:14]([CH3:20])[CH:13]=1.C(=O)([O-])[O-].[Na+].[Na+].O. The catalyst is C(COC)OC.O.C1C=CC(P(C2C=CC=CC=2)[C-]2C=CC=C2)=CC=1.C1C=CC(P(C2C=CC=CC=2)[C-]2C=CC=C2)=CC=1.Cl[Pd]Cl.[Fe+2]. The product is [NH2:1][C:2]1[N:7]=[CH:6][C:5]([C:12]2[CH:17]=[C:16]([CH3:18])[C:15]([OH:19])=[C:14]([CH3:20])[CH:13]=2)=[CH:4][N:3]=1. The yield is 0.270.